From a dataset of Full USPTO retrosynthesis dataset with 1.9M reactions from patents (1976-2016). Predict the reactants needed to synthesize the given product. (1) Given the product [CH2:14]([O:13][C:1]([CH:2]1[CH2:4][C:5](=[O:7])[N:22]([CH2:21][CH:20]([CH2:18][CH3:19])[CH2:23][CH2:24][CH2:25][CH3:26])[CH2:3]1)=[O:12])[CH2:15][CH2:16][CH3:17], predict the reactants needed to synthesize it. The reactants are: [C:1]([O:13][CH2:14][CH2:15][CH2:16][CH3:17])(=[O:12])[C:2]([CH2:4][C:5]([O:7]CCCC)=O)=[CH2:3].[CH2:18]([CH:20]([CH2:23][CH2:24][CH2:25][CH3:26])[CH2:21][NH2:22])[CH3:19]. (2) Given the product [CH:16]([Si:15]([C:14]#[C:13][C:5]1[C:4]([NH2:1])=[CH:9][CH:8]=[CH:7][C:6]=1[NH2:10])([CH:19]([CH3:21])[CH3:20])[CH:22]([CH3:23])[CH3:24])([CH3:17])[CH3:18], predict the reactants needed to synthesize it. The reactants are: [N+:1]([C:4]1[CH:9]=[CH:8][CH:7]=[C:6]([N+:10]([O-])=O)[C:5]=1[C:13]#[C:14][Si:15]([CH:22]([CH3:24])[CH3:23])([CH:19]([CH3:21])[CH3:20])[CH:16]([CH3:18])[CH3:17])([O-])=O.C([O-])(O)=O.[Na+].